From a dataset of CYP2D6 inhibition data for predicting drug metabolism from PubChem BioAssay. Regression/Classification. Given a drug SMILES string, predict its absorption, distribution, metabolism, or excretion properties. Task type varies by dataset: regression for continuous measurements (e.g., permeability, clearance, half-life) or binary classification for categorical outcomes (e.g., BBB penetration, CYP inhibition). Dataset: cyp2d6_veith. (1) The compound is CCOc1ccc(-n2ccnc2SCC(=O)Nc2nnc(C)s2)cc1. The result is 0 (non-inhibitor). (2) The drug is CO[C@H]1COC(=O)[C@@H](Cc2ccccc2)NC(=O)[C@@H](C)COC(=O)C/C=C\[C@@H]1C. The result is 0 (non-inhibitor). (3) The compound is C=CCNC(=O)c1ccc(-c2nc(-c3ccc(Cl)c(Cl)c3)cs2)cc1. The result is 0 (non-inhibitor). (4) The molecule is CCOc1ccc2c(c1)C(C)=CC(C)(C)N2. The result is 1 (inhibitor). (5) The compound is COC(=O)C/C=C\[C@@H](C)[C@@H](/C=N\O[C@@H](C)c1cn([C@H]2COC[C@H]2O)nn1)OC. The result is 0 (non-inhibitor). (6) The compound is CC1(C)N=C(N)N=C(N)N1CCCCc1ccccc1. The result is 1 (inhibitor). (7) The molecule is S=C([S-])N1CCCC1. The result is 0 (non-inhibitor). (8) The drug is O=C(O)c1ccc(NCc2nc3cc4ccccc4cc3[nH]2)cc1. The result is 0 (non-inhibitor).